From a dataset of Forward reaction prediction with 1.9M reactions from USPTO patents (1976-2016). Predict the product of the given reaction. (1) The product is: [CH2:1]([C:5]1[N:6]=[C:7]([NH:21][CH2:22][C:23]2[CH:28]=[CH:27][C:26]([O:29][CH3:30])=[C:25]([O:31][CH3:32])[CH:24]=2)[C:8]2[NH:13][N:12]=[C:11]([CH2:14][CH2:15][CH2:16][CH2:17][CH2:18][CH2:19][N:37]3[CH2:38][CH2:39][C@@H:35]([F:34])[CH2:36]3)[C:9]=2[N:10]=1)[CH2:2][CH2:3][CH3:4]. Given the reactants [CH2:1]([C:5]1[N:6]=[C:7]([NH:21][CH2:22][C:23]2[CH:28]=[CH:27][C:26]([O:29][CH3:30])=[C:25]([O:31][CH3:32])[CH:24]=2)[C:8]2[NH:13][N:12]=[C:11]([C:14]#[C:15][CH2:16][CH2:17][CH2:18][CH2:19]Cl)[C:9]=2[N:10]=1)[CH2:2][CH2:3][CH3:4].Cl.[F:34][C@@H:35]1[CH2:39][CH2:38][NH:37][CH2:36]1, predict the reaction product. (2) Given the reactants C1(S(CC2C(C(OCC)=O)=C(O[CH2:23][CH2:24][NH:25]C(OC(C)(C)C)=O)C(C3C=COC=3)=CC=2)(=O)=O)C=CC=CC=1.[CH2:38]([N:40]([CH2:74][CH3:75])[CH2:41]/[CH:42]=[CH:43]\[C:44]1[CH:49]=[C:48]([F:50])[CH:47]=[CH:46][C:45]=1[S:51]([CH2:54][C:55]1[C:60]([C:61]([O:63][C:64]([CH3:67])([CH3:66])[CH3:65])=[O:62])=[C:59]([OH:68])[C:58]([C:69]2[CH:73]=[CH:72][O:71][CH:70]=2)=[CH:57][CH:56]=1)(=[O:53])=[O:52])[CH3:39].BrCC#N, predict the reaction product. The product is: [C:24]([CH2:23][O:68][C:59]1[C:58]([C:69]2[CH:73]=[CH:72][O:71][CH:70]=2)=[CH:57][CH:56]=[C:55]([CH2:54][S:51]([C:45]2[CH:46]=[CH:47][C:48]([F:50])=[CH:49][C:44]=2/[CH:43]=[CH:42]\[CH2:41][N:40]([CH2:38][CH3:39])[CH2:74][CH3:75])(=[O:52])=[O:53])[C:60]=1[C:61]([O:63][C:64]([CH3:66])([CH3:67])[CH3:65])=[O:62])#[N:25].